From a dataset of Catalyst prediction with 721,799 reactions and 888 catalyst types from USPTO. Predict which catalyst facilitates the given reaction. Reactant: [Br:1][C:2]1[CH:7]=[C:6]([Cl:8])[C:5]([S:9](Cl)(=[O:11])=[O:10])=[C:4]([Cl:13])[CH:3]=1.[CH3:14][C:15]1[C:20]([NH2:21])=[CH:19][CH:18]=[CH:17][N:16]=1. Product: [Br:1][C:2]1[CH:7]=[C:6]([Cl:8])[C:5]([S:9]([NH:21][C:20]2[C:15]([CH3:14])=[N:16][CH:17]=[CH:18][CH:19]=2)(=[O:11])=[O:10])=[C:4]([Cl:13])[CH:3]=1. The catalyst class is: 17.